Dataset: Full USPTO retrosynthesis dataset with 1.9M reactions from patents (1976-2016). Task: Predict the reactants needed to synthesize the given product. (1) Given the product [CH3:31][N:27]1[C:23]([C:20]2[CH:21]=[CH:22][C:4]3[NH:3][C:2](=[O:1])[CH2:8][O:7][C:6]([C:14]4[S:15][CH:16]=[CH:17][CH:18]=4)([C:9]4[S:10][CH:11]=[CH:12][CH:13]=4)[C:5]=3[CH:19]=2)=[CH:24][CH:25]=[C:26]1[C:28]#[N:29], predict the reactants needed to synthesize it. The reactants are: [O:1]=[C:2]1[CH2:8][O:7][C:6]([C:14]2[S:15][CH:16]=[CH:17][CH:18]=2)([C:9]2[S:10][CH:11]=[CH:12][CH:13]=2)[C:5]2[CH:19]=[C:20]([C:23]3[NH:27][C:26]([C:28]#[N:29])=[CH:25][CH:24]=3)[CH:21]=[CH:22][C:4]=2[NH:3]1.I[CH3:31]. (2) Given the product [F:1][C:2]1([F:10])[CH2:6][CH2:5][CH:4]([C:7]([CH:12]2[C:11](=[O:20])[O:19][C:16]([CH3:18])([CH3:17])[O:15][C:13]2=[O:14])=[O:8])[CH2:3]1, predict the reactants needed to synthesize it. The reactants are: [F:1][C:2]1([F:10])[CH2:6][CH2:5][CH:4]([C:7](Cl)=[O:8])[CH2:3]1.[C:11]1(=[O:20])[O:19][C:16]([CH3:18])([CH3:17])[O:15][C:13](=[O:14])[CH2:12]1.N1C=CC=CC=1. (3) Given the product [ClH:1].[ClH:1].[N:2]1([CH:6]2[CH2:9][NH:8][CH2:7]2)[CH2:5][CH2:4][CH2:3]1, predict the reactants needed to synthesize it. The reactants are: [ClH:1].[N:2]1([CH:6]2[CH2:9][N:8](C(C3C=CC=CC=3)C3C=CC=CC=3)[CH2:7]2)[CH2:5][CH2:4][CH2:3]1. (4) The reactants are: [Cl:1][C:2]1[N:3]=[C:4]2[C:12]([Cl:13])=[C:11]([Cl:14])[CH:10]=[N:9][C:5]2=[N:6][C:7]=1Cl.Cl.[NH:16]1[CH2:19][CH:18]([N:20]([CH3:28])[C:21](=[O:27])[O:22][C:23]([CH3:26])([CH3:25])[CH3:24])[CH2:17]1.[NH4+].[Cl-]. Given the product [CH3:28][N:20]([CH:18]1[CH2:17][N:16]([C:7]2[N:6]=[C:5]3[N:9]=[CH:10][C:11]([Cl:14])=[C:12]([Cl:13])[C:4]3=[N:3][C:2]=2[Cl:1])[CH2:19]1)[C:21](=[O:27])[O:22][C:23]([CH3:26])([CH3:24])[CH3:25], predict the reactants needed to synthesize it. (5) The reactants are: [N:1]1[CH:6]=[CH:5][CH:4]=[CH:3][C:2]=1[CH2:7][O:8][C:9]1[CH:18]=[C:17]([C:19]2[CH:20]=[C:21]([C:25]([O:27]CC)=O)[CH:22]=[N:23][CH:24]=2)[C:16]2[CH2:15][CH2:14][CH2:13][CH2:12][C:11]=2[N:10]=1.[CH3:30][NH2:31].CO. Given the product [CH3:30][NH:31][C:25]([C:21]1[CH:22]=[N:23][CH:24]=[C:19]([C:17]2[C:16]3[CH2:15][CH2:14][CH2:13][CH2:12][C:11]=3[N:10]=[C:9]([O:8][CH2:7][C:2]3[CH:3]=[CH:4][CH:5]=[CH:6][N:1]=3)[CH:18]=2)[CH:20]=1)=[O:27], predict the reactants needed to synthesize it. (6) Given the product [Cl:22][C:6]1[CH:5]=[C:4]([CH:9]=[C:8]([N:10]([S:18]([CH3:21])(=[O:20])=[O:19])[CH2:11][C:12]2[CH:17]=[CH:16][CH:15]=[CH:14][N:13]=2)[CH:7]=1)[C:3]([OH:23])=[O:2], predict the reactants needed to synthesize it. The reactants are: C[O:2][C:3](=[O:23])[C:4]1[CH:9]=[C:8]([N:10]([S:18]([CH3:21])(=[O:20])=[O:19])[CH2:11][C:12]2[CH:17]=[CH:16][CH:15]=[CH:14][N:13]=2)[CH:7]=[C:6]([Cl:22])[CH:5]=1.[OH-].[Na+]. (7) Given the product [ClH:24].[Br:1][C:2]1[N:7]=[C:6]([NH:8][C:9]([C@@H:11]2[CH2:16][C@@H:15]3[C@@H:13]([CH2:14]3)[NH:12]2)=[O:10])[CH:5]=[CH:4][CH:3]=1, predict the reactants needed to synthesize it. The reactants are: [Br:1][C:2]1[N:7]=[C:6]([NH:8][C:9]([C@@H:11]2[CH2:16][C@@H:15]3[C@@H:13]([CH2:14]3)[N:12]2C(OC(C)(C)C)=O)=[O:10])[CH:5]=[CH:4][CH:3]=1.[ClH:24]. (8) The reactants are: [OH:1][C:2]1[C:3]([CH3:24])=[C:4]2[C:9](=[C:10]([CH3:13])[C:11]=1[CH3:12])[O:8][C:7]([CH3:23])([C:14]([N:16]([CH2:20][CH2:21][OH:22])[CH2:17][CH2:18][OH:19])=[O:15])[CH2:6][CH2:5]2.[O:25]=[N+]([O-])[O-].[O-][N+](=O)[O-].[O-][N+](=O)[O-].[O-][N+](=O)[O-].[O-][N+](=O)[O-].[O-][N+](=O)[O-].[Ce+4].[NH4+].[NH4+]. Given the product [OH:25][C:7]([CH3:23])([CH2:6][CH2:5][C:4]1[C:9](=[O:8])[C:10]([CH3:13])=[C:11]([CH3:12])[C:2](=[O:1])[C:3]=1[CH3:24])[C:14]([N:16]([CH2:20][CH2:21][OH:22])[CH2:17][CH2:18][OH:19])=[O:15], predict the reactants needed to synthesize it. (9) Given the product [CH3:1][N:2]([CH3:22])[S:3]([C:6]1[CH:15]=[C:14]2[C:9]([CH2:10][CH2:11][NH:12][CH2:13]2)=[CH:8][CH:7]=1)(=[O:5])=[O:4], predict the reactants needed to synthesize it. The reactants are: [CH3:1][N:2]([CH3:22])[S:3]([C:6]1[CH:15]=[C:14]2[C:9]([CH2:10][CH2:11][N:12](C(=O)C(F)(F)F)[CH2:13]2)=[CH:8][CH:7]=1)(=[O:5])=[O:4].C(=O)([O-])[O-].[K+].[K+]. (10) Given the product [C:1]([C:5]1[NH:6][C:7]2[C:12]([CH:13]=1)=[CH:11][CH:10]=[C:9]([O:14][CH2:21][CH3:22])[CH:8]=2)([CH3:4])([CH3:2])[CH3:3], predict the reactants needed to synthesize it. The reactants are: [C:1]([C:5]1[NH:6][C:7]2[C:12]([CH:13]=1)=[CH:11][CH:10]=[C:9]([OH:14])[CH:8]=2)([CH3:4])([CH3:3])[CH3:2].C(=O)([O-])[O-].[K+].[K+].[CH2:21](I)[CH3:22].O.